From a dataset of Catalyst prediction with 721,799 reactions and 888 catalyst types from USPTO. Predict which catalyst facilitates the given reaction. (1) Reactant: [CH2:1]([O:3][C:4]([C:6]1[C:7]([OH:31])=[C:8]2[C:16](Br)=[C:15]([C:18]3[CH:23]=[CH:22][C:21]([F:24])=[CH:20][CH:19]=3)[N:14]([C:25]3[CH:30]=[CH:29][CH:28]=[CH:27][CH:26]=3)[C:9]2=[C:10]([C:12]#[N:13])[N:11]=1)=[O:5])[CH3:2].C([O-])=O.[NH4+]. Product: [CH2:1]([O:3][C:4]([C:6]1[C:7]([OH:31])=[C:8]2[CH:16]=[C:15]([C:18]3[CH:23]=[CH:22][C:21]([F:24])=[CH:20][CH:19]=3)[N:14]([C:25]3[CH:26]=[CH:27][CH:28]=[CH:29][CH:30]=3)[C:9]2=[C:10]([C:12]#[N:13])[N:11]=1)=[O:5])[CH3:2]. The catalyst class is: 45. (2) Reactant: [Cl:1][C:2]1[S:3][C:4]([CH:16]2[O:20][CH2:19][CH2:18][O:17]2)=[CH:5][C:6]=1[CH:7]([C:9]1[CH:14]=[CH:13][CH:12]=[C:11]([Cl:15])[CH:10]=1)[OH:8].[H-].[Na+].[CH3:23]I. Product: [Cl:1][C:2]1[S:3][C:4]([CH:16]2[O:20][CH2:19][CH2:18][O:17]2)=[CH:5][C:6]=1[CH:7]([C:9]1[CH:14]=[CH:13][CH:12]=[C:11]([Cl:15])[CH:10]=1)[O:8][CH3:23]. The catalyst class is: 1. (3) Reactant: [NH:1]1[CH2:6][CH2:5][CH:4]([C:7]([NH2:9])=[O:8])[CH2:3][CH2:2]1.CCN(CC)CC.[C:17](OC(=O)C)(=[O:19])[CH3:18]. Product: [C:17]([N:1]1[CH2:6][CH2:5][CH:4]([C:7]([NH2:9])=[O:8])[CH2:3][CH2:2]1)(=[O:19])[CH3:18]. The catalyst class is: 2. (4) Reactant: [Cl-].O[NH3+:3].[C:4](=[O:7])([O-])[OH:5].[Na+].CS(C)=O.[C:13]([C:15]1[CH:20]=[CH:19][CH:18]=[CH:17][C:16]=1[C:21]1[CH:26]=[CH:25][C:24]([CH2:27][C:28]2[C:33](=[O:34])[N:32]([C:35]3[CH:45]=[CH:44][C:38]([C:39]([N:41]([CH3:43])[CH3:42])=[O:40])=[CH:37][CH:36]=3)[C:31]([CH3:46])=[N:30][C:29]=2[CH2:47][CH2:48][CH3:49])=[CH:23][CH:22]=1)#[N:14]. The catalyst class is: 69. Product: [CH3:43][N:41]([CH3:42])[C:39](=[O:40])[C:38]1[CH:37]=[CH:36][C:35]([N:32]2[C:33](=[O:34])[C:28]([CH2:27][C:24]3[CH:23]=[CH:22][C:21]([C:16]4[CH:17]=[CH:18][CH:19]=[CH:20][C:15]=4[C:13]4[NH:3][C:4](=[O:7])[O:5][N:14]=4)=[CH:26][CH:25]=3)=[C:29]([CH2:47][CH2:48][CH3:49])[N:30]=[C:31]2[CH3:46])=[CH:45][CH:44]=1. (5) Reactant: N[C:2]1[CH:10]=[CH:9][C:5]([C:6]([OH:8])=[O:7])=[CH:4][CH:3]=1.[S-:11][C:12]#[N:13].[NH4+:14].[Br:15]Br. Product: [BrH:15].[NH2:13][C:12]1[S:11][C:10]2[CH:2]=[CH:3][CH:4]=[C:5]([C:6]([OH:8])=[O:7])[C:9]=2[N:14]=1. The catalyst class is: 15.